Dataset: NCI-60 drug combinations with 297,098 pairs across 59 cell lines. Task: Regression. Given two drug SMILES strings and cell line genomic features, predict the synergy score measuring deviation from expected non-interaction effect. (1) Drug 1: C1=CC(=CC=C1CCCC(=O)O)N(CCCl)CCCl. Drug 2: C1CCC(C(C1)N)N.C(=O)(C(=O)[O-])[O-].[Pt+4]. Cell line: RPMI-8226. Synergy scores: CSS=60.1, Synergy_ZIP=-5.95, Synergy_Bliss=-7.60, Synergy_Loewe=-3.90, Synergy_HSA=-3.81. (2) Drug 1: CC12CCC3C(C1CCC2O)C(CC4=C3C=CC(=C4)O)CCCCCCCCCS(=O)CCCC(C(F)(F)F)(F)F. Cell line: HCT-15. Drug 2: C1=NC2=C(N1)C(=S)N=CN2. Synergy scores: CSS=29.2, Synergy_ZIP=-11.7, Synergy_Bliss=-7.81, Synergy_Loewe=-16.3, Synergy_HSA=-3.14. (3) Drug 1: CS(=O)(=O)CCNCC1=CC=C(O1)C2=CC3=C(C=C2)N=CN=C3NC4=CC(=C(C=C4)OCC5=CC(=CC=C5)F)Cl. Drug 2: CCC1=C2N=C(C=C(N2N=C1)NCC3=C[N+](=CC=C3)[O-])N4CCCCC4CCO. Cell line: HT29. Synergy scores: CSS=78.8, Synergy_ZIP=6.82, Synergy_Bliss=8.32, Synergy_Loewe=4.29, Synergy_HSA=9.77.